From a dataset of Catalyst prediction with 721,799 reactions and 888 catalyst types from USPTO. Predict which catalyst facilitates the given reaction. (1) Reactant: [Cl:1][C:2]1[CH:3]=[C:4]([C:8]2[N:12]([C:13]3[CH:18]=[CH:17][C:16]([F:19])=[C:15]([C:20]#[N:21])[CH:14]=3)[N:11]=[C:10]([C:22](O)=[O:23])[CH:9]=2)[CH:5]=[CH:6][CH:7]=1.C(N(CC)C(C)C)(C)C.ClC1C=C(N2C(C3C=CC=C(OCCO)C=3)=CC(C([N:58]3[CH2:62][C:61](=[O:63])[NH:60][CH2:59]3)=O)=N2)C=CC=1. Product: [Cl:1][C:2]1[CH:3]=[C:4]([C:8]2[N:12]([C:13]3[CH:18]=[CH:17][C:16]([F:19])=[C:15]([C:20]#[N:21])[CH:14]=3)[N:11]=[C:10]([C:22]([N:58]3[CH2:62][C:61](=[O:63])[NH:60][CH2:59]3)=[O:23])[CH:9]=2)[CH:5]=[CH:6][CH:7]=1. The catalyst class is: 106. (2) Reactant: [N+:1]([C:4]1[CH:5]=[C:6]([P:10](=[O:17])([CH2:14][CH2:15][CH3:16])[CH2:11][CH2:12][CH3:13])[CH:7]=[CH:8][CH:9]=1)([O-])=O.N#N. Product: [CH2:11]([P:10]([C:6]1[CH:5]=[C:4]([CH:9]=[CH:8][CH:7]=1)[NH2:1])([CH2:14][CH2:15][CH3:16])=[O:17])[CH2:12][CH3:13]. The catalyst class is: 19. (3) Reactant: [C:1]1([C:14]2[CH:19]=[CH:18][CH:17]=[CH:16][CH:15]=2)[CH:6]=[CH:5][C:4]([C:7]([NH:9][CH2:10][C:11]([OH:13])=O)=[O:8])=[CH:3][CH:2]=1.CCN(C(C)C)C(C)C.C1C=CC2N(O)N=NC=2C=1.CCN=C=NCCCN(C)C.Cl.Cl.Cl.[Cl:53][C:54]1[CH:59]=[CH:58][CH:57]=[CH:56][C:55]=1[NH:60][CH:61]1[CH2:66][CH2:65][NH:64][CH2:63][CH2:62]1. The catalyst class is: 18. Product: [Cl:53][C:54]1[CH:59]=[CH:58][CH:57]=[CH:56][C:55]=1[NH:60][CH:61]1[CH2:66][CH2:65][N:64]([C:11](=[O:13])[CH2:10][NH:9][C:7]([C:4]2[CH:3]=[CH:2][C:1]([C:14]3[CH:19]=[CH:18][CH:17]=[CH:16][CH:15]=3)=[CH:6][CH:5]=2)=[O:8])[CH2:63][CH2:62]1. (4) Product: [NH2:3][C:4]1[C:13]2[N:14]=[C:15]([CH2:22][NH2:23])[N:16]([CH2:17][C:18]([CH3:19])([OH:21])[CH3:20])[C:12]=2[C:11]2[CH:10]=[CH:9][CH:8]=[CH:7][C:6]=2[N:5]=1. Reactant: NN.[NH2:3][C:4]1[C:13]2[N:14]=[C:15]([CH2:22][N:23]3C(=O)C4C(=CC=CC=4)C3=O)[N:16]([CH2:17][C:18]([OH:21])([CH3:20])[CH3:19])[C:12]=2[C:11]2[CH:10]=[CH:9][CH:8]=[CH:7][C:6]=2[N:5]=1. The catalyst class is: 8.